This data is from Full USPTO retrosynthesis dataset with 1.9M reactions from patents (1976-2016). The task is: Predict the reactants needed to synthesize the given product. (1) The reactants are: CN(CC=O)C(=O)C1C=CC=C(C(NC2C=CC(N3CCCCC3)=CC=2C2C=C(C(=O)N[C@@H]3C4C(=CC=CC=4)CCC3)C=CN=2)=O)C=1.[NH:48]1[CH2:53][CH2:52][CH2:51][CH2:50][C@H:49]1[C:54]([OH:56])=[O:55].C(O)(=O)C.[BH3-]C#N.[Na+]. Given the product [NH:48]1[CH2:53][CH2:52][CH2:51][CH2:50][CH:49]1[C:54]([OH:56])=[O:55], predict the reactants needed to synthesize it. (2) The reactants are: [C:1]([C:3]1[C:4]([NH:32][C:33]2[C:34]([CH3:42])=[C:35]3[C:39](=[CH:40][CH:41]=2)[NH:38][CH:37]=[CH:36]3)=[C:5]([C:9]2[O:10][C:11]3[CH:17]=[CH:16][C:15]([CH2:18][N:19]4[CH2:24][CH2:23][N:22](C(OC(C)(C)C)=O)[CH2:21][CH2:20]4)=[CH:14][C:12]=3[CH:13]=2)[CH:6]=[N:7][CH:8]=1)#[N:2]. Given the product [CH3:42][C:34]1[C:33]([NH:32][C:4]2[C:3]([C:1]#[N:2])=[CH:8][N:7]=[CH:6][C:5]=2[C:9]2[O:10][C:11]3[CH:17]=[CH:16][C:15]([CH2:18][N:19]4[CH2:24][CH2:23][NH:22][CH2:21][CH2:20]4)=[CH:14][C:12]=3[CH:13]=2)=[CH:41][CH:40]=[C:39]2[C:35]=1[CH:36]=[CH:37][NH:38]2, predict the reactants needed to synthesize it. (3) Given the product [OH:22][C:14]1[CH:13]=[C:12]([NH:11][S:8]([C:4]2[CH:3]=[C:2]([C:27]3[CH:28]=[CH:29][CH:30]=[CH:31][C:26]=3[N+:23]([O-:25])=[O:24])[CH:7]=[CH:6][CH:5]=2)(=[O:10])=[O:9])[CH:21]=[CH:20][C:15]=1[C:16]([O:18][CH3:19])=[O:17], predict the reactants needed to synthesize it. The reactants are: Br[C:2]1[CH:3]=[C:4]([S:8]([NH:11][C:12]2[CH:21]=[CH:20][C:15]([C:16]([O:18][CH3:19])=[O:17])=[C:14]([OH:22])[CH:13]=2)(=[O:10])=[O:9])[CH:5]=[CH:6][CH:7]=1.[N+:23]([C:26]1[CH:31]=[CH:30][CH:29]=[CH:28][C:27]=1B(O)O)([O-:25])=[O:24]. (4) The reactants are: [C:1]([O:5][C:6](=[O:32])[CH2:7][CH2:8][CH2:9][CH2:10][CH2:11][CH2:12][CH2:13][CH2:14][CH2:15][CH2:16][CH2:17][CH2:18][CH2:19][CH2:20][CH2:21][CH2:22][C:23]([NH:25][CH2:26][CH2:27][CH2:28][C:29]([OH:31])=O)=[O:24])([CH3:4])([CH3:3])[CH3:2].CCN(C(C)C)C(C)C.CN(C(ON1N=NC2C=CC=NC1=2)=[N+](C)C)C.F[P-](F)(F)(F)(F)F.[N:66]([CH2:69][CH2:70][O:71][CH2:72][CH2:73][O:74][CH2:75][CH2:76][O:77][CH2:78][CH2:79][O:80][CH2:81][CH2:82][O:83][CH2:84][CH2:85][O:86][CH2:87][CH2:88][O:89][CH2:90][CH2:91][O:92][CH2:93][CH2:94][O:95][CH2:96][CH2:97][O:98][CH2:99][CH2:100][O:101][CH2:102][CH2:103][NH2:104])=[N+:67]=[N-:68].C(O)(=O)CC(CC(O)=O)(C(O)=O)O. Given the product [N:66]([CH2:69][CH2:70][O:71][CH2:72][CH2:73][O:74][CH2:75][CH2:76][O:77][CH2:78][CH2:79][O:80][CH2:81][CH2:82][O:83][CH2:84][CH2:85][O:86][CH2:87][CH2:88][O:89][CH2:90][CH2:91][O:92][CH2:93][CH2:94][O:95][CH2:96][CH2:97][O:98][CH2:99][CH2:100][O:101][CH2:102][CH2:103][NH:104][C:29](=[O:31])[CH2:28][CH2:27][CH2:26][NH:25][C:23](=[O:24])[CH2:22][CH2:21][CH2:20][CH2:19][CH2:18][CH2:17][CH2:16][CH2:15][CH2:14][CH2:13][CH2:12][CH2:11][CH2:10][CH2:9][CH2:8][CH2:7][C:6]([O:5][C:1]([CH3:2])([CH3:3])[CH3:4])=[O:32])=[N+:67]=[N-:68], predict the reactants needed to synthesize it. (5) Given the product [CH:1]1([C:4]2[N:5]=[C:6]3[CH:11]=[CH:10][C:9]([N:12]4[CH:17]=[CH:16][C:15]([O:18][CH2:29][C:25]5[CH:26]=[CH:27][CH:28]=[C:23]([F:22])[CH:24]=5)=[CH:14][C:13]4=[O:19])=[CH:8][N:7]3[C:20]=2[CH3:21])[CH2:3][CH2:2]1, predict the reactants needed to synthesize it. The reactants are: [CH:1]1([C:4]2[N:5]=[C:6]3[CH:11]=[CH:10][C:9]([N:12]4[CH:17]=[CH:16][C:15]([OH:18])=[CH:14][C:13]4=[O:19])=[CH:8][N:7]3[C:20]=2[CH3:21])[CH2:3][CH2:2]1.[F:22][C:23]1[CH:24]=[C:25]([CH2:29]O)[CH:26]=[CH:27][CH:28]=1.C(P(CCCC)CCCC)CCC.N(C(N1CCCCC1)=O)=NC(N1CCCCC1)=O. (6) Given the product [CH2:1]([O:8][C:9]([NH:11][CH2:12][CH2:13][C:14](=[O:16])[CH2:17][C:18]([O:19][CH3:20])=[O:23])=[O:10])[C:2]1[CH:3]=[CH:4][CH:5]=[CH:6][CH:7]=1, predict the reactants needed to synthesize it. The reactants are: [CH2:1]([O:8][C:9]([NH:11][CH2:12][CH2:13][C:14]([OH:16])=O)=[O:10])[C:2]1[CH:7]=[CH:6][CH:5]=[CH:4][CH:3]=1.[CH3:17][C:18]1(C)[O:23]C(=O)C[C:20](=O)[O:19]1.C(N(CC)CC)C.C(P(=O)(OCC)OCC)#N. (7) The reactants are: [ClH:1].Cl.C([N:10]1[CH2:15][CH2:14][N:13](CC2C=CC=CC=2)[CH2:12][CH:11]1[C:23]([O:25][CH2:26][CH3:27])=[O:24])C1C=CC=CC=1.[H][H]. Given the product [ClH:1].[ClH:1].[NH:10]1[CH2:15][CH2:14][NH:13][CH2:12][CH:11]1[C:23]([O:25][CH2:26][CH3:27])=[O:24], predict the reactants needed to synthesize it.